Dataset: Peptide-MHC class II binding affinity with 134,281 pairs from IEDB. Task: Regression. Given a peptide amino acid sequence and an MHC pseudo amino acid sequence, predict their binding affinity value. This is MHC class II binding data. (1) The binding affinity (normalized) is 0.805. The peptide sequence is MVFILLPQRNQMLSV. The MHC is DRB1_1101 with pseudo-sequence DRB1_1101. (2) The peptide sequence is ETADELAALLAAVQA. The MHC is HLA-DQA10301-DQB10302 with pseudo-sequence HLA-DQA10301-DQB10302. The binding affinity (normalized) is 0.314. (3) The peptide sequence is TSLNFLGGSPVCLGQ. The MHC is DRB1_0701 with pseudo-sequence DRB1_0701. The binding affinity (normalized) is 0.324.